This data is from Reaction yield outcomes from USPTO patents with 853,638 reactions. The task is: Predict the reaction yield, written as a fraction of the theoretical maximum amount of product (1.0 means a 100% yield; for example, 0.34 means a 34% yield). (1) The reactants are [O:1]1[C:5]2[CH:6]=[CH:7][C:8]([C:10]3([C:13]([NH:15][C:16]4[CH:17]=[C:18]([C:23]5[CH:28]=[CH:27][C:26]([CH2:29][OH:30])=[CH:25][CH:24]=5)[C:19]([CH3:22])=[CH:20][CH:21]=4)=[O:14])[CH2:12][CH2:11]3)=[CH:9][C:4]=2[O:3][CH2:2]1.[C:31]1(C)C=CC(S(O)(=O)=O)=CC=1.CO. The catalyst is C1(C)C=CC=CC=1. The product is [O:1]1[C:5]2[CH:6]=[CH:7][C:8]([C:10]3([C:13]([NH:15][C:16]4[CH:17]=[C:18]([C:23]5[CH:24]=[CH:25][C:26]([CH2:29][O:30][CH3:31])=[CH:27][CH:28]=5)[C:19]([CH3:22])=[CH:20][CH:21]=4)=[O:14])[CH2:11][CH2:12]3)=[CH:9][C:4]=2[O:3][CH2:2]1. The yield is 0.230. (2) The product is [K+:13].[CH3:1][C:2]1([CH3:11])[O:6][C@@H:5]([C:7]([O-:9])=[O:8])[CH2:4][O:3]1. The catalyst is CO.CCOCC. The reactants are [CH3:1][C:2]1([CH3:11])[O:6][C@@H:5]([C:7]([O:9]C)=[O:8])[CH2:4][O:3]1.[OH-].[K+:13]. The yield is 0.940. (3) The reactants are [C:1]([O:7][CH2:8][C:9]([F:14])([F:13])[S:10]([O-:12])=[O:11])(=[O:6])[CH2:2][CH2:3][CH2:4][CH3:5].[Na+:15].[OH2:16]. No catalyst specified. The product is [C:1]([O:7][CH2:8][C:9]([F:14])([F:13])[S:10]([O-:16])(=[O:12])=[O:11])(=[O:6])[CH2:2][CH2:3][CH2:4][CH3:5].[Na+:15]. The yield is 0.880.